From a dataset of Reaction yield outcomes from USPTO patents with 853,638 reactions. Predict the reaction yield, written as a fraction of the theoretical maximum amount of product (1.0 means a 100% yield; for example, 0.34 means a 34% yield). (1) The reactants are [Cl:1][CH:2]1[CH2:7][CH2:6][N:5]([S:8]([C:11]2[CH:16]=[CH:15][C:14]([N+:17]([O-])=O)=[CH:13][CH:12]=2)(=[O:10])=[O:9])[CH2:4][CH2:3]1.CO.[BH4-].[Na+]. The catalyst is [Ni].C(Cl)Cl. The product is [Cl:1][CH:2]1[CH2:7][CH2:6][N:5]([S:8]([C:11]2[CH:16]=[CH:15][C:14]([NH2:17])=[CH:13][CH:12]=2)(=[O:10])=[O:9])[CH2:4][CH2:3]1. The yield is 0.860. (2) The catalyst is C(Cl)Cl.CCOC(C)=O. The product is [S:13]1[CH:9]=[CH:10][C:11]2[CH:17]=[CH:16][CH:15]=[CH:14][C:12]1=2. The yield is 0.0700. The reactants are COC1C=CC([C:9]2[S:13][C:12]3[CH:14]=[CH:15][CH:16]=[C:17](OC)[C:11]=3[CH:10]=2)=CC=1.COC1C=C(C=C(OC)C=1OC)C(Cl)=O.[Al+3].[Cl-].[Cl-].[Cl-].O. (3) The reactants are ClC1C=CC=CC=1C=C.[Cl:10][C:11]1[CH:20]=[CH:19][CH:18]=[C:17]2[C:12]=1C=C[CH:15]=[CH:16]2. No catalyst specified. The product is [Cl:10][C:11]1[CH:12]=[C:17]([CH:18]=[CH:19][CH:20]=1)[CH:16]=[CH2:15]. The yield is 0.790. (4) The reactants are [Cl:1][C:2]1[CH:7]=[CH:6][CH:5]=[C:4]([Cl:8])[C:3]=1[C:9]1[C:13]([CH2:14][O:15][C:16]2[N:21]=[C:20]([CH3:22])[C:19]([NH2:23])=[CH:18][CH:17]=2)=[C:12]([CH:24]([CH3:26])[CH3:25])[O:11][N:10]=1.[CH3:27][O:28][C:29](=[O:40])[C:30]1[CH:35]=[CH:34][C:33]([S:36](Cl)(=[O:38])=[O:37])=[CH:32][CH:31]=1.N1C=CC=CC=1. The catalyst is C(Cl)Cl. The product is [CH3:27][O:28][C:29](=[O:40])[C:30]1[CH:31]=[CH:32][C:33]([S:36](=[O:37])(=[O:38])[NH:23][C:19]2[C:20]([CH3:22])=[N:21][C:16]([O:15][CH2:14][C:13]3[C:9]([C:3]4[C:4]([Cl:8])=[CH:5][CH:6]=[CH:7][C:2]=4[Cl:1])=[N:10][O:11][C:12]=3[CH:24]([CH3:26])[CH3:25])=[CH:17][CH:18]=2)=[CH:34][CH:35]=1. The yield is 0.430. (5) The reactants are [OH:1][CH2:2][C:3]1([C:10]([O:12][CH2:13][CH3:14])=[O:11])[CH2:8][CH2:7][C:6](=[O:9])[CH2:5][CH2:4]1.[C:15](O[C:15](=[O:22])[C:16]1[CH:21]=[CH:20][CH:19]=[CH:18][CH:17]=1)(=[O:22])[C:16]1[CH:21]=[CH:20][CH:19]=[CH:18][CH:17]=1. The catalyst is N1C=CC=CC=1.CN(C1C=CN=CC=1)C. The product is [C:15]([O:1][CH2:2][C:3]1([C:10]([O:12][CH2:13][CH3:14])=[O:11])[CH2:4][CH2:5][C:6](=[O:9])[CH2:7][CH2:8]1)(=[O:22])[C:16]1[CH:21]=[CH:20][CH:19]=[CH:18][CH:17]=1. The yield is 0.950. (6) The reactants are [CH2:1]([O:3][C:4](=[O:19])/[C:5](/[CH3:18])=[CH:6]/[C@@H:7]1[CH2:15][CH2:14][C:13]([CH3:16])=[C:12]2[C@@H:8]1[C@@H:9]([OH:17])[CH2:10][CH2:11]2)[CH3:2].[H][H]. The catalyst is C(Cl)Cl. The product is [CH2:1]([O:3][C:4](=[O:19])/[C:5](/[CH3:18])=[CH:6]/[C@@H:7]1[CH2:15][CH2:14][C@@H:13]([CH3:16])[C@@H:12]2[C@@H:8]1[C@@H:9]([OH:17])[CH2:10][CH2:11]2)[CH3:2]. The yield is 0.720. (7) The reactants are [C:1]([NH:8][CH2:9][CH2:10][NH2:11])([O:3][C:4]([CH3:7])([CH3:6])[CH3:5])=[O:2].[F:12][C:13]([F:20])([F:19])[C:14](OCC)=[O:15]. The catalyst is C1COCC1. The product is [F:12][C:13]([F:20])([F:19])[C:14]([NH:11][CH2:10][CH2:9][NH:8][C:1](=[O:2])[O:3][C:4]([CH3:5])([CH3:6])[CH3:7])=[O:15]. The yield is 0.990. (8) The reactants are [Br:1][C:2]1[CH:3]=[CH:4][C:5]([O:12][CH3:13])=[C:6]([S:8](Cl)(=[O:10])=[O:9])[CH:7]=1.[NH2:14][C:15]1([C:18]#[N:19])[CH2:17][CH2:16]1.CCN(CC)CC. The catalyst is C(Cl)Cl.Cl. The product is [Br:1][C:2]1[CH:3]=[CH:4][C:5]([O:12][CH3:13])=[C:6]([S:8]([NH:14][C:15]2([C:18]#[N:19])[CH2:17][CH2:16]2)(=[O:10])=[O:9])[CH:7]=1. The yield is 0.170. (9) The reactants are C(=O)([O-])[O-].[Cs+].[Cs+].O1CCCC1.I[C:13]1[S:17][CH:16]=[N:15][C:14]=1[NH:18][C:19](=[O:25])[O:20][C:21]([CH3:24])([CH3:23])[CH3:22].[C:26]([C:28]1[CH:33]=[CH:32][C:31]([F:34])=[CH:30][CH:29]=1)#[CH:27]. The catalyst is C1C=CC(P(C2C=CC=CC=2)[C-]2C=CC=C2)=CC=1.C1C=CC(P(C2C=CC=CC=2)[C-]2C=CC=C2)=CC=1.Cl[Pd]Cl.[Fe+2].[Cu]I.C(OCC)C.C(Cl)Cl. The product is [F:34][C:31]1[CH:32]=[CH:33][C:28]([C:26]#[C:27][C:13]2[S:17][CH:16]=[N:15][C:14]=2[NH:18][C:19](=[O:25])[O:20][C:21]([CH3:24])([CH3:23])[CH3:22])=[CH:29][CH:30]=1. The yield is 0.850. (10) The reactants are [Cl:1][C:2]1[N:7]=[C:6]([CH2:8][C:9]([C:11]2[CH:12]=[CH:13][C:14]([F:29])=[C:15]([NH:17][S:18]([C:21]3[C:26]([F:27])=[CH:25][CH:24]=[CH:23][C:22]=3[F:28])(=[O:20])=[O:19])[CH:16]=2)=O)[CH:5]=[CH:4][N:3]=1.C1C(=O)N(Br)C(=O)C1.[CH3:38][N:39]([CH3:43])[C:40]([NH2:42])=[S:41]. The catalyst is C(Cl)Cl. The product is [Cl:1][C:2]1[N:7]=[C:6]([C:8]2[S:41][C:40]([N:39]([CH3:43])[CH3:38])=[N:42][C:9]=2[C:11]2[CH:12]=[CH:13][C:14]([F:29])=[C:15]([NH:17][S:18]([C:21]3[C:26]([F:27])=[CH:25][CH:24]=[CH:23][C:22]=3[F:28])(=[O:20])=[O:19])[CH:16]=2)[CH:5]=[CH:4][N:3]=1. The yield is 0.140.